This data is from Reaction yield outcomes from USPTO patents with 853,638 reactions. The task is: Predict the reaction yield, written as a fraction of the theoretical maximum amount of product (1.0 means a 100% yield; for example, 0.34 means a 34% yield). (1) The reactants are [CH3:1][N:2]([C:4]1[NH:8][N:7]=[N:6][N:5]=1)[NH2:3].[CH3:9][N:10]([CH3:19])[C:11]1[CH:18]=[CH:17][C:14]([CH:15]=O)=[CH:13][CH:12]=1.Cl. The yield is 0.370. The catalyst is O1CCOCC1. The product is [CH3:9][N:10]([CH3:19])[C:11]1[CH:18]=[CH:17][C:14](/[CH:15]=[N:3]/[N:2]([CH3:1])[C:4]2[NH:8][N:7]=[N:6][N:5]=2)=[CH:13][CH:12]=1. (2) The reactants are [CH2:1]([O:3][C:4](=[O:19])[CH:5](Br)[CH2:6][CH2:7][CH2:8][CH2:9][CH2:10][CH2:11][CH2:12][CH2:13][CH2:14][CH2:15][CH2:16][CH3:17])[CH3:2].[CH3:20][O:21][C:22]1[CH:27]=[CH:26][C:25]([SH:28])=[CH:24][CH:23]=1. No catalyst specified. The product is [CH2:1]([O:3][C:4](=[O:19])[CH:5]([S:28][C:25]1[CH:26]=[CH:27][C:22]([O:21][CH3:20])=[CH:23][CH:24]=1)[CH2:6][CH2:7][CH2:8][CH2:9][CH2:10][CH2:11][CH2:12][CH2:13][CH2:14][CH2:15][CH2:16][CH3:17])[CH3:2]. The yield is 0.980. (3) The reactants are [F:1][C:2]1[CH:7]=[C:6]([CH2:8][NH:9][CH3:10])[CH:5]=[CH:4][C:3]=1[CH2:11][OH:12].C(N(CC)CC)C.[CH3:32][C:31]([O:30][C:28](O[C:28]([O:30][C:31]([CH3:34])([CH3:33])[CH3:32])=[O:29])=[O:29])([CH3:34])[CH3:33].O. The catalyst is C1COCC1. The product is [F:1][C:2]1[CH:7]=[C:6]([CH2:8][N:9]([CH3:10])[C:28](=[O:29])[O:30][C:31]([CH3:32])([CH3:33])[CH3:34])[CH:5]=[CH:4][C:3]=1[CH2:11][OH:12]. The yield is 0.720. (4) The reactants are [NH2:1][C:2]1[C:3]([C:33](OCC)=[O:34])=[N:4][C:5]([NH:17][C:18]2[CH:23]=[CH:22][CH:21]=[C:20]([CH2:24][O:25][Si](C(C)(C)C)(C)C)[CH:19]=2)=[N:6][C:7]=1[NH:8][C:9]1[CH:14]=[CH:13][CH:12]=[CH:11][C:10]=1[O:15][CH3:16].NC1C(C(OCC)=O)=NC(NC2C=CC=C(CO)C=2)=NC=1NC1C=CC=C[C:47]=1[O:52]C.[Si](Cl)(C(C)(C)C)(C)C.[NH:76]1C=CN=C1. The catalyst is C(Cl)Cl. The product is [OH:25][CH2:24][C:20]1[CH:19]=[C:18]([NH:17][C:5]2[N:6]=[C:7]3[C:2]([NH:1][C:47](=[O:52])[N:8]3[C:9]3[CH:14]=[CH:13][CH:12]=[CH:11][C:10]=3[O:15][CH3:16])=[C:3]([C:33]([NH2:76])=[O:34])[N:4]=2)[CH:23]=[CH:22][CH:21]=1. The yield is 0.680. (5) The reactants are [CH3:1][C:2]1[N:7]2[N:8]=[C:9]([CH:11]3[CH2:13][CH:12]3[C:14]([O:16]CC)=[O:15])[N:10]=[C:6]2[C:5]([CH3:19])=[N:4][CH:3]=1.[OH-].[Na+]. The catalyst is CCO.O. The product is [CH3:1][C:2]1[N:7]2[N:8]=[C:9]([CH:11]3[CH2:13][CH:12]3[C:14]([OH:16])=[O:15])[N:10]=[C:6]2[C:5]([CH3:19])=[N:4][CH:3]=1. The yield is 0.970. (6) The reactants are Cl[C:2]1[CH:7]=[CH:6][C:5]([N+:8]([O-:10])=[O:9])=[CH:4][N:3]=1.[CH:11]1([C:17]2[CH:22]=[CH:21][C:20]([OH:23])=[CH:19][CH:18]=2)[CH2:16][CH2:15][CH2:14][CH2:13][CH2:12]1.C([O-])([O-])=O.[K+].[K+]. The catalyst is CS(C)=O. The product is [CH:11]1([C:17]2[CH:18]=[CH:19][C:20]([O:23][C:2]3[CH:7]=[CH:6][C:5]([N+:8]([O-:10])=[O:9])=[CH:4][N:3]=3)=[CH:21][CH:22]=2)[CH2:12][CH2:13][CH2:14][CH2:15][CH2:16]1. The yield is 1.00. (7) The reactants are C(O)C.[NH2:4][OH:5].[CH3:6][O:7][CH2:8][C:9]1[CH:14]=[CH:13][C:12]([C:15]2[CH:20]=[CH:19][C:18]([C:21](=[O:33])[N:22]([CH:24]([C:29]([NH:31][CH3:32])=[O:30])[C:25](OC)=[O:26])[CH3:23])=[CH:17][CH:16]=2)=[CH:11][CH:10]=1. The catalyst is O1CCCC1. The product is [OH:5][NH:4][C:25](=[O:26])[CH:24]([N:22]([C:21]([C:18]1[CH:19]=[CH:20][C:15]([C:12]2[CH:11]=[CH:10][C:9]([CH2:8][O:7][CH3:6])=[CH:14][CH:13]=2)=[CH:16][CH:17]=1)=[O:33])[CH3:23])[C:29]([NH:31][CH3:32])=[O:30]. The yield is 0.460.